This data is from HIV replication inhibition screening data with 41,000+ compounds from the AIDS Antiviral Screen. The task is: Binary Classification. Given a drug SMILES string, predict its activity (active/inactive) in a high-throughput screening assay against a specified biological target. (1) The molecule is CCCCCCCCCCCCCCCCSS(=O)(=O)c1ccc(C)cc1. The result is 0 (inactive). (2) The compound is COC(=O)C1=C(C)N2CCOC2CC1c1ccccc1. The result is 0 (inactive). (3) The compound is COc1ccc(CCCNC(=O)c2cc(OC)c(OC)cc2CCO)cc1OC. The result is 0 (inactive).